This data is from Reaction yield outcomes from USPTO patents with 853,638 reactions. The task is: Predict the reaction yield, written as a fraction of the theoretical maximum amount of product (1.0 means a 100% yield; for example, 0.34 means a 34% yield). (1) The reactants are [CH2:1]([O:3][C:4](=[O:21])[C:5](=[C:7]1[C:16](=O)[C:15]2[C:10](=[CH:11][C:12]([O:19][CH3:20])=[C:13]([Br:18])[CH:14]=2)[O:9][CH2:8]1)O)[CH3:2].Cl.[NH:23]([C:25]1[S:26][CH:27]=[CH:28][N:29]=1)[NH2:24]. The catalyst is C(O)C.C(O)(=O)C. The product is [Br:18][C:13]1[C:12]([O:19][CH3:20])=[CH:11][C:10]2[O:9][CH2:8][C:7]3[C:5]([C:4]([O:3][CH2:1][CH3:2])=[O:21])=[N:24][N:23]([C:25]4[S:26][CH:27]=[CH:28][N:29]=4)[C:16]=3[C:15]=2[CH:14]=1. The yield is 0.410. (2) The reactants are CCN(C(C)C)C(C)C.[O:10]1[CH:14]=[CH:13][CH:12]=[C:11]1[C:15]([OH:17])=O.CCN=C=NCCCN(C)C.C1C=CC2N(O)N=NC=2C=1.[O:39]=[C:40]([N:58]1[CH2:63][CH2:62][NH:61][CH2:60][CH2:59]1)[CH2:41][NH:42][C:43](=[O:57])[C:44]1[CH:49]=[CH:48][C:47]([O:50][C:51]2[CH:56]=[CH:55][CH:54]=[CH:53][CH:52]=2)=[CH:46][CH:45]=1. The catalyst is CN(C=O)C.O. The product is [O:10]1[CH:14]=[CH:13][CH:12]=[C:11]1[C:15]([N:61]1[CH2:62][CH2:63][N:58]([C:40](=[O:39])[CH2:41][NH:42][C:43](=[O:57])[C:44]2[CH:45]=[CH:46][C:47]([O:50][C:51]3[CH:52]=[CH:53][CH:54]=[CH:55][CH:56]=3)=[CH:48][CH:49]=2)[CH2:59][CH2:60]1)=[O:17]. The yield is 0.650. (3) The yield is 0.600. No catalyst specified. The reactants are N[C:2]1[N:10]=[C:9]2[C:5]([N:6]=[CH:7][N:8]2[CH:11]2[CH2:15][CH:14]([OH:16])[CH:13]([CH2:17][OH:18])[C:12]2=[CH2:19])=[C:4](I)[N:3]=1.Cl.[OH-:22].[Na+]. The product is [OH:16][CH:14]1[CH2:15][CH:11]([N:8]2[CH:7]=[N:6][C:5]3[C:4](=[O:22])[NH:3][CH:2]=[N:10][C:9]2=3)[C:12](=[CH2:19])[CH:13]1[CH2:17][OH:18]. (4) The reactants are IC1C=CN(CC[C@@](C)(S(C)(=O)=O)C(NO[C@@H]2CCCCO2)=O)C(=O)C=1.CC1(C)C(C)(C)OB(C2C=CC(OC[C@H]3CC[C@H](OC4CCCCO4)CC3)=CC=2)O1.[CH3:57][C@@:58]([S:99]([CH3:102])(=[O:101])=[O:100])([CH2:69][CH2:70][N:71]1[CH:76]=[CH:75][C:74]([C:77]2[CH:82]=[CH:81][C:80]([O:83][CH2:84][C@H:85]3[CH2:90][CH2:89][C@@H:88]([O:91][CH:92]4[CH2:97][CH2:96][CH2:95][CH2:94][O:93]4)[CH2:87][CH2:86]3)=[CH:79][CH:78]=2)=[CH:73][C:72]1=[O:98])[C:59]([NH:61][O:62][CH:63]1[CH2:68][CH2:67][CH2:66][CH2:65][O:64]1)=[O:60]. No catalyst specified. The product is [CH3:57][C@@:58]([S:99]([CH3:102])(=[O:100])=[O:101])([CH2:69][CH2:70][N:71]1[CH:76]=[CH:75][C:74]([C:77]2[CH:82]=[CH:81][C:80]([O:83][CH2:84][C@H:85]3[CH2:90][CH2:89][C@H:88]([O:91][CH:92]4[CH2:97][CH2:96][CH2:95][CH2:94][O:93]4)[CH2:87][CH2:86]3)=[CH:79][CH:78]=2)=[CH:73][C:72]1=[O:98])[C:59]([NH:61][O:62][CH:63]1[CH2:68][CH2:67][CH2:66][CH2:65][O:64]1)=[O:60]. The yield is 0.497. (5) The reactants are [C:1]([O:5][C:6](=[O:49])[NH:7][CH:8]([C:21](=[O:48])[N:22]([CH:34]([C:36]1[NH:37][CH:38]=[C:39]([C:41]2[CH:46]=[CH:45][CH:44]=[C:43](Br)[CH:42]=2)[N:40]=1)[CH3:35])[CH2:23][C:24]1[CH:29]=[CH:28][C:27]([O:30][CH3:31])=[C:26]([O:32][CH3:33])[CH:25]=1)[CH2:9][C:10]1[C:15]([CH3:16])=[CH:14][C:13]([C:17](=[O:19])[NH2:18])=[CH:12][C:11]=1[CH3:20])([CH3:4])([CH3:3])[CH3:2].[C:50]([O-])([O-:52])=[O:51].[K+].[K+]. The catalyst is CN(C=O)C.CC([O-])=O.CC([O-])=O.[Pd+2].[CH-]1C(P(C2C=CC=CC=2)C2C=CC=CC=2)=CC=C1.[CH-]1C(P(C2C=CC=CC=2)C2C=CC=CC=2)=CC=C1.[Fe+2]. The product is [C:1]([O:5][C:6]([NH:7][CH:8]([CH2:9][C:10]1[C:15]([CH3:16])=[CH:14][C:13]([C:17](=[O:19])[NH2:18])=[CH:12][C:11]=1[CH3:20])[C:21]([N:22]([CH2:23][C:24]1[CH:29]=[CH:28][C:27]([O:30][CH3:31])=[C:26]([O:32][CH3:33])[CH:25]=1)[CH:34]([C:36]1[NH:37][CH:38]=[C:39]([C:41]2[CH:42]=[C:43]([CH:44]=[CH:45][CH:46]=2)[C:50]([OH:52])=[O:51])[N:40]=1)[CH3:35])=[O:48])=[O:49])([CH3:4])([CH3:3])[CH3:2]. The yield is 0.870. (6) The reactants are [NH:1]([C:3]1[N:4]=[C:5]2[CH:11]=[CH:10][N:9]([S:12]([C:15]3[CH:21]=[CH:20][C:18]([CH3:19])=[CH:17][CH:16]=3)(=[O:14])=[O:13])[C:6]2=[N:7][CH:8]=1)[NH2:2].[CH2:22]([CH:24]1[CH2:32][C:27]2([O:31][CH2:30][CH2:29][O:28]2)[CH2:26][CH:25]1[C:33](O)=[O:34])[CH3:23].CN(C(ON1N=NC2C=CC=NC1=2)=[N+](C)C)C.F[P-](F)(F)(F)(F)F. The catalyst is C(Cl)Cl. The product is [CH2:22]([CH:24]1[CH2:32][C:27]2([O:28][CH2:29][CH2:30][O:31]2)[CH2:26][CH:25]1[C:33]([NH:2][NH:1][C:3]1[N:4]=[C:5]2[CH:11]=[CH:10][N:9]([S:12]([C:15]3[CH:21]=[CH:20][C:18]([CH3:19])=[CH:17][CH:16]=3)(=[O:13])=[O:14])[C:6]2=[N:7][CH:8]=1)=[O:34])[CH3:23]. The yield is 0.890. (7) The reactants are [C:1]([O:5][C:6]([N:8]1[CH2:12][CH2:11][CH2:10][C@H:9]1[CH2:13][N:14]1[C:18]2[N:19]=[CH:20][N:21]=[C:22]([NH2:23])[C:17]=2[C:16](I)=[CH:15]1)=[O:7])([CH3:4])([CH3:3])[CH3:2].[O:25]([C:32]1[CH:37]=[CH:36][C:35](B(O)O)=[CH:34][CH:33]=1)[C:26]1[CH:31]=[CH:30][CH:29]=[CH:28][CH:27]=1.C([O-])([O-])=O.[Na+].[Na+]. The catalyst is O1CCOCC1.O.C1C=CC([P]([Pd]([P](C2C=CC=CC=2)(C2C=CC=CC=2)C2C=CC=CC=2)([P](C2C=CC=CC=2)(C2C=CC=CC=2)C2C=CC=CC=2)[P](C2C=CC=CC=2)(C2C=CC=CC=2)C2C=CC=CC=2)(C2C=CC=CC=2)C2C=CC=CC=2)=CC=1. The product is [C:1]([O:5][C:6]([N:8]1[CH2:12][CH2:11][CH2:10][C@H:9]1[CH2:13][N:14]1[C:18]2[N:19]=[CH:20][N:21]=[C:22]([NH2:23])[C:17]=2[C:16]([C:35]2[CH:36]=[CH:37][C:32]([O:25][C:26]3[CH:31]=[CH:30][CH:29]=[CH:28][CH:27]=3)=[CH:33][CH:34]=2)=[CH:15]1)=[O:7])([CH3:4])([CH3:3])[CH3:2]. The yield is 0.910.